This data is from Reaction yield outcomes from USPTO patents with 853,638 reactions. The task is: Predict the reaction yield, written as a fraction of the theoretical maximum amount of product (1.0 means a 100% yield; for example, 0.34 means a 34% yield). (1) The reactants are [Cl:1][C:2]1[CH:3]=[N:4][N:5]([CH3:16])[C:6]=1[C:7]1[CH:8]=[C:9]([C:13]([OH:15])=O)[S:10][C:11]=1[CH3:12].[NH2:17][C@@H:18]([CH2:31][C:32]1[CH:37]=[CH:36][CH:35]=[C:34]([C:38]([F:41])([F:40])[F:39])[CH:33]=1)[CH2:19][N:20]1[C:28](=[O:29])[C:27]2[C:22](=[CH:23][CH:24]=[CH:25][CH:26]=2)[C:21]1=[O:30].CC(OC(N[C@H](C(O)=O)CC1C=CC=CC=1C(F)(F)F)=O)(C)C.C1CN([P+](Br)(N2CCCC2)N2CCCC2)CC1.F[P-](F)(F)(F)(F)F.CCN(C(C)C)C(C)C. The product is [Cl:1][C:2]1[CH:3]=[N:4][N:5]([CH3:16])[C:6]=1[C:7]1[CH:8]=[C:9]([C:13]([NH:17][C@@H:18]([CH2:31][C:32]2[CH:37]=[CH:36][CH:35]=[C:34]([C:38]([F:41])([F:39])[F:40])[CH:33]=2)[CH2:19][N:20]2[C:21](=[O:30])[C:22]3[C:27](=[CH:26][CH:25]=[CH:24][CH:23]=3)[C:28]2=[O:29])=[O:15])[S:10][C:11]=1[CH3:12]. The yield is 0.710. The catalyst is C(Cl)(Cl)Cl. (2) The reactants are [O:1]=[C:2]1[NH:6][C:5]2[CH:7]=[CH:8][C:9]([C:11]#[N:12])=[CH:10][C:4]=2[N:3]1[CH:13]([C:30]1[CH:35]=[CH:34][CH:33]=[CH:32][CH:31]=1)[C:14](=[O:29])[N:15]1[CH2:19][CH2:18][C@H:17]([N:20]2[CH2:25][CH2:24][N:23]([CH2:26][CH2:27][CH3:28])[CH2:22][CH2:21]2)[CH2:16]1.[CH3:36][O:37][C:38]1[CH:43]=[CH:42][CH:41]=[CH:40][C:39]=1[S:44](Cl)(=[O:46])=[O:45].C(Cl)Cl. The catalyst is CN(C1C=CN=CC=1)C. The product is [CH3:36][O:37][C:38]1[CH:43]=[CH:42][CH:41]=[CH:40][C:39]=1[S:44]([N:6]1[C:5]2[CH:7]=[CH:8][C:9]([C:11]#[N:12])=[CH:10][C:4]=2[N:3]([CH:13]([C:30]2[CH:31]=[CH:32][CH:33]=[CH:34][CH:35]=2)[C:14](=[O:29])[N:15]2[CH2:19][CH2:18][C@H:17]([N:20]3[CH2:21][CH2:22][N:23]([CH2:26][CH2:27][CH3:28])[CH2:24][CH2:25]3)[CH2:16]2)[C:2]1=[O:1])(=[O:46])=[O:45]. The yield is 0.570. (3) The reactants are [Cl:1][C:2]1[C:3]([CH3:32])=[C:4]([NH:10][C@H:11]([C@@H:29]([OH:31])[CH3:30])[C:12]([NH:14][NH:15][C:16](=O)[C:17]2[CH:22]=[CH:21][C:20]([N:23]3[CH:27]=[CH:26][CH:25]=[N:24]3)=[CH:19][CH:18]=2)=[O:13])[CH:5]=[CH:6][C:7]=1[C:8]#[N:9].C(NP1(N(CC)CC)N(C)CCCN1C)(C)(C)C. The catalyst is C1COCC1. The product is [N:23]1([C:20]2[CH:19]=[CH:18][C:17]([C:16]3[O:13][C:12]([C@H:11]([NH:10][C:4]4[CH:5]=[CH:6][C:7]([C:8]#[N:9])=[C:2]([Cl:1])[C:3]=4[CH3:32])[C@@H:29]([OH:31])[CH3:30])=[N:14][N:15]=3)=[CH:22][CH:21]=2)[CH:27]=[CH:26][CH:25]=[N:24]1. The yield is 0.150.